The task is: Predict the reactants needed to synthesize the given product.. This data is from Full USPTO retrosynthesis dataset with 1.9M reactions from patents (1976-2016). Given the product [CH:1]1([CH2:7][C:8]2[O:12][C:11]([C:13]([NH2:37])=[O:15])=[N:10][C:9]=2[C:18]2[CH:23]=[C:22]([C:24]([CH3:27])([CH3:26])[CH3:25])[CH:21]=[C:20]([C:28]([CH3:30])([CH3:31])[CH3:29])[CH:19]=2)[CH2:2][CH2:3][CH2:4][CH2:5][CH2:6]1, predict the reactants needed to synthesize it. The reactants are: [CH:1]1([CH2:7][C:8]2[O:12][C:11]([C:13]([O:15]CC)=O)=[N:10][C:9]=2[C:18]2[CH:23]=[C:22]([C:24]([CH3:27])([CH3:26])[CH3:25])[CH:21]=[C:20]([C:28]([CH3:31])([CH3:30])[CH3:29])[CH:19]=2)[CH2:6][CH2:5][CH2:4][CH2:3][CH2:2]1.C1COCC1.[NH3:37].